This data is from Full USPTO retrosynthesis dataset with 1.9M reactions from patents (1976-2016). The task is: Predict the reactants needed to synthesize the given product. (1) The reactants are: [CH2:1]([O:11][C:12]1[CH:17]=[CH:16][N+:15]([O-])=[C:14]([CH3:19])[C:13]=1[CH3:20])[CH2:2][CH2:3][CH2:4][CH2:5][CH2:6][CH2:7][CH2:8][CH2:9][CH3:10].[C:21]([O:24]C(=O)C)(=[O:23])[CH3:22]. Given the product [CH2:1]([O:11][C:12]1[CH:17]=[CH:16][N:15]=[C:14]([CH2:19][O:24][C:21](=[O:23])[CH3:22])[C:13]=1[CH3:20])[CH2:2][CH2:3][CH2:4][CH2:5][CH2:6][CH2:7][CH2:8][CH2:9][CH3:10], predict the reactants needed to synthesize it. (2) Given the product [Cl:14][C:15]1[CH:20]=[CH:19][C:18]([NH:12][C:9]2[CH:8]=[CH:7][C:6]([CH2:5][C:4]([O:3][CH2:1][CH3:2])=[O:13])=[CH:11][CH:10]=2)=[C:17]([N+:22]([O-:24])=[O:23])[CH:16]=1, predict the reactants needed to synthesize it. The reactants are: [CH2:1]([O:3][C:4](=[O:13])[CH2:5][C:6]1[CH:11]=[CH:10][C:9]([NH2:12])=[CH:8][CH:7]=1)[CH3:2].[Cl:14][C:15]1[CH:20]=[CH:19][C:18](F)=[C:17]([N+:22]([O-:24])=[O:23])[CH:16]=1.C(N(C(C)C)C(C)C)C. (3) The reactants are: [CH2:1]([O:4][CH:5]1[C:10](OC)([O:11]C)[CH2:9][CH2:8][N:7]([C:15]([O:17][C:18]([CH3:21])([CH3:20])[CH3:19])=[O:16])[CH2:6]1)[CH:2]=[CH2:3].O.C(O)(C(F)(F)F)=O.C(OC(OC(C)(C)C)=O)(OC(C)(C)C)=O. Given the product [CH2:1]([O:4][CH:5]1[C:10](=[O:11])[CH2:9][CH2:8][N:7]([C:15]([O:17][C:18]([CH3:21])([CH3:20])[CH3:19])=[O:16])[CH2:6]1)[CH:2]=[CH2:3], predict the reactants needed to synthesize it. (4) Given the product [CH:31]1[C:32]2[CH:33]([CH2:35][O:36][C:37]([CH2:39][C:40]([N:6]3[CH2:7][C@H:3]([F:2])[CH2:4][C@@H:5]3[C:8]([O:10][CH3:11])=[O:9])=[O:41])=[O:38])[C:34]3[C:26](=[CH:25][CH:24]=[CH:23][CH:22]=3)[C:27]=2[CH:28]=[CH:29][CH:30]=1, predict the reactants needed to synthesize it. The reactants are: Cl.[F:2][C@H:3]1[CH2:7][NH:6][C@@H:5]([C:8]([O:10][CH3:11])=[O:9])[CH2:4]1.N1(O)C2C=CC=CC=2N=N1.[CH:22]1[C:34]2[CH:33]([CH2:35][O:36][C:37]([CH2:39][C:40](O)=[O:41])=[O:38])[C:32]3[C:27](=[CH:28][CH:29]=[CH:30][CH:31]=3)[C:26]=2[CH:25]=[CH:24][CH:23]=1.C(N(C(C)C)C(C)C)C.F[P-](F)(F)(F)(F)F.N1(O[P+](N(C)C)(N(C)C)N(C)C)C2C=CC=CC=2N=N1. (5) Given the product [CH3:1][S:2]([C:5]1[CH:10]=[C:9]([C:11]2([NH:14][C:15]([C:17]3[C:18]4[CH:19]=[N:20][N:21]([C:27]5[CH:32]=[CH:31][C:30]([F:33])=[CH:29][CH:28]=5)[C:22]=4[CH:23]=[C:24]([C:38]#[N:39])[CH:25]=3)=[O:16])[CH2:13][CH2:12]2)[CH:8]=[CH:7][N:6]=1)(=[O:4])=[O:3], predict the reactants needed to synthesize it. The reactants are: [CH3:1][S:2]([C:5]1[CH:10]=[C:9]([C:11]2([NH:14][C:15]([C:17]3[C:18]4[CH:19]=[N:20][N:21]([C:27]5[CH:32]=[CH:31][C:30]([F:33])=[CH:29][CH:28]=5)[C:22]=4[CH:23]=[C:24](Br)[CH:25]=3)=[O:16])[CH2:13][CH2:12]2)[CH:8]=[CH:7][N:6]=1)(=[O:4])=[O:3].CS([C:38]1C=C(C2(NC(C3C4C=NN(C5C=CC(F)=CC=5)C=4C=C(I)C=3)=O)CC2)C=C[N:39]=1)(=O)=O. (6) The reactants are: [Cl:1][C:2]1[N:10]=[C:9]2[C:5]([N:6]=[C:7]([CH2:13][N:14]3[CH2:19][CH2:18][N:17]([C:20](C)([CH3:24])[C:21](N)=[O:22])[CH2:16][CH2:15]3)[N:8]2[CH2:11][CH3:12])=[C:4]([N:26]2[CH2:31][CH2:30][O:29][CH2:28][CH2:27]2)[N:3]=1.C1[C@H]2CNCCN2C(=O)C[O:33]1. Given the product [Cl:1][C:2]1[N:10]=[C:9]2[C:5]([N:6]=[C:7]([CH2:13][N:14]3[CH2:19][CH2:18][N:17]4[C@@H:20]([CH2:21][O:22][CH2:15][C:16]4=[O:33])[CH2:24]3)[N:8]2[CH2:11][CH3:12])=[C:4]([N:26]2[CH2:27][CH2:28][O:29][CH2:30][CH2:31]2)[N:3]=1, predict the reactants needed to synthesize it. (7) Given the product [CH:13]([C:15]1[CH:16]=[CH:17][C:18]([S:21]([N:2]([CH2:3][CH2:4][OH:5])[CH3:1])(=[O:23])=[O:22])=[CH:19][CH:20]=1)=[O:14], predict the reactants needed to synthesize it. The reactants are: [CH3:1][NH:2][CH2:3][CH2:4][OH:5].C(N(CC)CC)C.[CH:13]([C:15]1[CH:20]=[CH:19][C:18]([S:21](Cl)(=[O:23])=[O:22])=[CH:17][CH:16]=1)=[O:14]. (8) Given the product [NH2:28][CH:29]([CH2:2][CH2:3][CH2:4][C:5]#[C:6][C:7]1[CH:12]=[CH:11][C:10]([C:13]2[O:17][C:16]([CH3:18])=[N:15][CH:14]=2)=[C:9]([O:19][CH3:20])[CH:8]=1)[C:30]([O:32][CH2:33][CH3:34])=[O:31], predict the reactants needed to synthesize it. The reactants are: Cl[CH2:2][CH2:3][CH2:4][C:5]#[C:6][C:7]1[CH:12]=[CH:11][C:10]([C:13]2[O:17][C:16]([CH3:18])=[N:15][CH:14]=2)=[C:9]([O:19][CH3:20])[CH:8]=1.C1(C(C2C=CC=CC=2)=[N:28][CH2:29][C:30]([O:32][CH2:33][CH3:34])=[O:31])C=CC=CC=1.C(=O)([O-])[O-].[K+].[K+].